This data is from TCR-epitope binding with 47,182 pairs between 192 epitopes and 23,139 TCRs. The task is: Binary Classification. Given a T-cell receptor sequence (or CDR3 region) and an epitope sequence, predict whether binding occurs between them. (1) The epitope is RLRPGGKKK. The TCR CDR3 sequence is CASSLITSRYNEQFF. Result: 0 (the TCR does not bind to the epitope). (2) The epitope is GTSGSPIVNR. The TCR CDR3 sequence is CASSAGSGNEQYF. Result: 1 (the TCR binds to the epitope). (3) Result: 1 (the TCR binds to the epitope). The epitope is VLWAHGFEL. The TCR CDR3 sequence is CASSQLGQPQHF.